This data is from Peptide-MHC class II binding affinity with 134,281 pairs from IEDB. The task is: Regression. Given a peptide amino acid sequence and an MHC pseudo amino acid sequence, predict their binding affinity value. This is MHC class II binding data. (1) The peptide sequence is VEIKEFANAVKLRRS. The MHC is HLA-DPA10301-DPB10402 with pseudo-sequence HLA-DPA10301-DPB10402. The binding affinity (normalized) is 0.511. (2) The peptide sequence is PGQQRSIQDNQVAYL. The MHC is DRB3_0101 with pseudo-sequence DRB3_0101. The binding affinity (normalized) is 0.411. (3) The peptide sequence is DAFIAALTEALRVIA. The MHC is HLA-DQA10101-DQB10501 with pseudo-sequence HLA-DQA10101-DQB10501. The binding affinity (normalized) is 0.407. (4) The peptide sequence is PENDIEKTDPWFAHGTPMPK. The MHC is DRB1_0403 with pseudo-sequence DRB1_0403. The binding affinity (normalized) is 0.0516.